Dataset: NCI-60 drug combinations with 297,098 pairs across 59 cell lines. Task: Regression. Given two drug SMILES strings and cell line genomic features, predict the synergy score measuring deviation from expected non-interaction effect. (1) Drug 1: CCN(CC)CCCC(C)NC1=C2C=C(C=CC2=NC3=C1C=CC(=C3)Cl)OC. Drug 2: C1C(C(OC1N2C=NC(=NC2=O)N)CO)O. Cell line: PC-3. Synergy scores: CSS=33.0, Synergy_ZIP=-5.33, Synergy_Bliss=-2.68, Synergy_Loewe=2.41, Synergy_HSA=2.45. (2) Drug 1: CC(C1=C(C=CC(=C1Cl)F)Cl)OC2=C(N=CC(=C2)C3=CN(N=C3)C4CCNCC4)N. Drug 2: COC1=C(C=C2C(=C1)N=CN=C2NC3=CC(=C(C=C3)F)Cl)OCCCN4CCOCC4. Cell line: CAKI-1. Synergy scores: CSS=55.8, Synergy_ZIP=-0.306, Synergy_Bliss=2.13, Synergy_Loewe=5.46, Synergy_HSA=6.21. (3) Drug 1: CN(C)N=NC1=C(NC=N1)C(=O)N. Drug 2: C1CN(CCN1C(=O)CCBr)C(=O)CCBr. Cell line: SK-MEL-2. Synergy scores: CSS=-0.818, Synergy_ZIP=2.95, Synergy_Bliss=6.63, Synergy_Loewe=-1.62, Synergy_HSA=-0.682. (4) Drug 1: CC1=C(C=C(C=C1)NC2=NC=CC(=N2)N(C)C3=CC4=NN(C(=C4C=C3)C)C)S(=O)(=O)N.Cl. Drug 2: CN1C2=C(C=C(C=C2)N(CCCl)CCCl)N=C1CCCC(=O)O.Cl. Cell line: NCI-H226. Synergy scores: CSS=12.6, Synergy_ZIP=-0.772, Synergy_Bliss=2.72, Synergy_Loewe=-0.804, Synergy_HSA=3.75. (5) Drug 1: CC1OCC2C(O1)C(C(C(O2)OC3C4COC(=O)C4C(C5=CC6=C(C=C35)OCO6)C7=CC(=C(C(=C7)OC)O)OC)O)O. Drug 2: C1C(C(OC1N2C=C(C(=O)NC2=O)F)CO)O. Cell line: OVCAR3. Synergy scores: CSS=34.9, Synergy_ZIP=-11.9, Synergy_Bliss=-5.24, Synergy_Loewe=-5.91, Synergy_HSA=-2.51. (6) Drug 1: CS(=O)(=O)CCNCC1=CC=C(O1)C2=CC3=C(C=C2)N=CN=C3NC4=CC(=C(C=C4)OCC5=CC(=CC=C5)F)Cl. Drug 2: C1=NC2=C(N1)C(=S)N=CN2. Cell line: DU-145. Synergy scores: CSS=39.1, Synergy_ZIP=-12.8, Synergy_Bliss=-19.0, Synergy_Loewe=-28.1, Synergy_HSA=-16.9.